This data is from Reaction yield outcomes from USPTO patents with 853,638 reactions. The task is: Predict the reaction yield, written as a fraction of the theoretical maximum amount of product (1.0 means a 100% yield; for example, 0.34 means a 34% yield). (1) The reactants are [CH:1]1([N:6]2[CH2:11][CH2:10][N:9]([C:12]3[CH:17]=[C:16]([N+:18]([O-])=O)[CH:15]=[CH:14][N:13]=3)[CH2:8][CH2:7]2)[CH2:5][CH2:4][CH2:3][CH2:2]1.[H][H]. The catalyst is CO.[Pd]. The product is [CH:1]1([N:6]2[CH2:7][CH2:8][N:9]([C:12]3[CH:17]=[C:16]([NH2:18])[CH:15]=[CH:14][N:13]=3)[CH2:10][CH2:11]2)[CH2:2][CH2:3][CH2:4][CH2:5]1. The yield is 0.920. (2) The reactants are [C:1]([C:4]1[S:5][CH:6]=[CH:7][N:8]=1)(=O)[CH3:2].Cl.[NH2:10][OH:11].N1C=CC=CC=1.O. The catalyst is C(O)C. The product is [S:5]1[CH:6]=[CH:7][N:8]=[C:4]1[C:1](=[N:10][OH:11])[CH3:2]. The yield is 0.880.